From a dataset of Catalyst prediction with 721,799 reactions and 888 catalyst types from USPTO. Predict which catalyst facilitates the given reaction. Reactant: [CH3:1][O:2][C:3]1[N:8]=[C:7]([N:9]2[CH2:13][CH2:12][C@H:11]([OH:14])[CH2:10]2)[CH:6]=[CH:5][CH:4]=1.[Br:15]N1C(=O)CCC1=O. Product: [Br:15][C:4]1[CH:5]=[CH:6][C:7]([N:9]2[CH2:13][CH2:12][C@H:11]([OH:14])[CH2:10]2)=[N:8][C:3]=1[O:2][CH3:1]. The catalyst class is: 22.